From a dataset of Catalyst prediction with 721,799 reactions and 888 catalyst types from USPTO. Predict which catalyst facilitates the given reaction. (1) Reactant: [C:1]([O:5][C:6]([N:8]1[CH2:13][CH2:12][C:11](=[CH2:14])[CH2:10][C@H:9]1[C:15]([O:17][CH2:18][C:19]1[CH:24]=[CH:23][CH:22]=[CH:21][CH:20]=1)=[O:16])=[O:7])([CH3:4])([CH3:3])[CH3:2].[N+](=[CH2:27])=[N-]. Product: [C:1]([O:5][C:6]([N:8]1[CH2:13][CH2:12][C:11]2([CH2:27][CH2:14]2)[CH2:10][C@H:9]1[C:15]([O:17][CH2:18][C:19]1[CH:20]=[CH:21][CH:22]=[CH:23][CH:24]=1)=[O:16])=[O:7])([CH3:4])([CH3:2])[CH3:3]. The catalyst class is: 116. (2) Reactant: Br[C:2]1[CH:12]=[CH:11][C:5]2[O:6][C:7]([F:10])([F:9])[O:8][C:4]=2[CH:3]=1.C(#N)C.C(N(CC)CC)C. Product: [CH3:5][O:6][C:7]([C:2]1[CH:12]=[CH:11][C:5]2[O:6][C:7]([F:10])([F:9])[O:8][C:4]=2[CH:3]=1)=[O:8]. The catalyst class is: 5. (3) Reactant: [C:1]([C:3]1[N:7](O)[C:6]([C:9]([O:11][CH3:12])=[O:10])=[CH:5][CH:4]=1)#[N:2]. Product: [C:1]([C:3]1[NH:7][C:6]([C:9]([O:11][CH3:12])=[O:10])=[CH:5][CH:4]=1)#[N:2]. The catalyst class is: 72. (4) Reactant: [Cl:1][C:2]1[CH:28]=[CH:27][C:5]([O:6][C:7]2[CH:12]=[CH:11][C:10]([C:13]([C:15]3[CH:20]=[C:19]([O:21][CH3:22])[CH:18]=[CH:17][C:16]=3[F:23])=O)=[C:9]([CH2:24][CH2:25][CH3:26])[CH:8]=2)=[CH:4][CH:3]=1.Cl.[NH2:30][OH:31].C([O-])(=O)C.[Na+]. Product: [Cl:1][C:2]1[CH:28]=[CH:27][C:5]([O:6][C:7]2[CH:12]=[CH:11][C:10](/[C:13](/[C:15]3[CH:20]=[C:19]([O:21][CH3:22])[CH:18]=[CH:17][C:16]=3[F:23])=[N:30]/[OH:31])=[C:9]([CH2:24][CH2:25][CH3:26])[CH:8]=2)=[CH:4][CH:3]=1. The catalyst class is: 8. (5) Reactant: [OH:1][N:2]1[NH:6][N:5]=[CH:4][N:3]1[C:7]1[CH:12]=[CH:11][C:10]([O:13]CC2C=CC=CC=2)=[CH:9][CH:8]=1. Product: [OH:1][N:2]1[NH:6][N:5]=[CH:4][N:3]1[C:7]1[CH:8]=[CH:9][C:10]([OH:13])=[CH:11][CH:12]=1. The catalyst class is: 5. (6) Reactant: C[I:2].[N:3]1[CH:8]=[CH:7][CH:6]=[C:5]([CH3:9])[CH:4]=1.[C:10](OC)(C)(C)C. The catalyst class is: 10. Product: [I-:2].[CH3:10][N+:3]1[CH:8]=[CH:7][CH:6]=[C:5]([CH3:9])[CH:4]=1. (7) Reactant: [C:1]1(=[O:8])[O:7][C:5](=[O:6])[CH2:4][CH2:3][CH2:2]1.[C:9]([O:13][C:14](=[O:24])[C@H:15]([CH2:17][C:18]1[CH:23]=[CH:22][CH:21]=[CH:20][CH:19]=1)[NH2:16])([CH3:12])([CH3:11])[CH3:10].C(N(CC)CC)C. Product: [C:9]([O:13][C:14]([CH:15]([NH:16][C:5]([CH2:4][CH2:3][CH2:2][C:1]([OH:7])=[O:8])=[O:6])[CH2:17][C:18]1[CH:19]=[CH:20][CH:21]=[CH:22][CH:23]=1)=[O:24])([CH3:12])([CH3:10])[CH3:11]. The catalyst class is: 3. (8) Reactant: Br[C:2]1[CH:7]=[C:6]([C:8]([F:11])([F:10])[F:9])[CH:5]=[C:4]([N+:12]([O-:14])=[O:13])[CH:3]=1.[CH3:15][N:16]1[CH:20]=[C:19](B2OC(C)(C)C(C)(C)O2)[CH:18]=[N:17]1.C([O-])([O-])=O.[Cs+].[Cs+]. Product: [CH3:15][N:16]1[CH:20]=[C:19]([C:2]2[CH:7]=[C:6]([C:8]([F:11])([F:10])[F:9])[CH:5]=[C:4]([N+:12]([O-:14])=[O:13])[CH:3]=2)[CH:18]=[N:17]1. The catalyst class is: 117. (9) Reactant: C([N:8]1[C@H:13]([CH2:14][OH:15])[C@H:12]([NH:16][C:17](=[O:19])[CH3:18])[C@@H:11]([O:20]CC2C=CC=CC=2)[C@H:10]([O:28]CC2C=CC=CC=2)[C@H:9]1[CH2:36][O:37]CC1C=CC=CC=1)C1C=CC=CC=1. Product: [OH:28][C@H:10]1[C@H:11]([OH:20])[C@@H:12]([NH:16][C:17](=[O:19])[CH3:18])[C@@H:13]([CH2:14][OH:15])[NH:8][C@@H:9]1[CH2:36][OH:37]. The catalyst class is: 750.